Dataset: Experimentally validated miRNA-target interactions with 360,000+ pairs, plus equal number of negative samples. Task: Binary Classification. Given a miRNA mature sequence and a target amino acid sequence, predict their likelihood of interaction. (1) The miRNA is hsa-miR-1-3p with sequence UGGAAUGUAAAGAAGUAUGUAU. The protein sequence of the target gene is MVCEKCEKKLGRVITPDTWKDGARNTTESGGRKLNENKALTSKKARFDPYGKNKFSTCRICKSSVHQPGSHYCQGCAYKKGICAMCGKKVLDTKNYKQTSV. Result: 0 (no interaction). (2) The miRNA is hsa-miR-4644 with sequence UGGAGAGAGAAAAGAGACAGAAG. The protein sequence of the target gene is MSTEGGFGGTSSSDAQQSLQSFWPRVMEEIRNLTVKDFRVQELPLARIKKIMKLDEDVKMISAEAPVLFAKAAQIFITELTLRAWIHTEDNKRRTLQRNDIAMAITKFDQFDFLIDIVPRDELKPPKRQEEVRQSVTPAEPVQYYFTLAQQPTAVQVQGQQQGQQTTSSTTTIQPGQIIIAQPQQGQTTPVTMQVGEGQQVQIVQAQPQGQAQQAQSGTGQTMQVMQQIITNTGEIQQIPVQLNAGQLQYIRLAQPVSGTQVVQGQIQTLATNAQQGQRNASQGKPRRCLKETLQITQTE.... Result: 0 (no interaction). (3) The miRNA is hsa-miR-2392 with sequence UAGGAUGGGGGUGAGAGGUG. The protein sequence of the target gene is MKKKQTVQGTFSKLFGKKHTTTPSTSLYATNPPWIFTQEAPEEGTGGFDGIYYGDNRFNTVSESGTATLKARPRVRPLLTFLPLNAQENHGLAVPTPSVPDDFADKEVTGTSSLVNGNLRLYSSVGDLRPGQYGQDLLIPPPPPGPAPGPPQDISEPPGGSPLPSPPSTAPPPPPLLLEPPPPPSMAPPPPPVLEALSPPHTLSSPSIPTPPDFIPPAPPLAFLAPPPPPVPAPAPPAPASPHTVGTRLFPPGGVTKWKSDVALNGRQAEATRASPPRSPAEPKGSALGPNPEPHLTFPR.... Result: 1 (interaction). (4) The miRNA is mmu-miR-598-3p with sequence UACGUCAUCGUCGUCAUCGUUA. The protein sequence of the target gene is MAEKLPTEFDVVIIGTGLPESILAAACSRSGQRVLHVDSRSYYGGNWASFSFTGLQSWLKDYQQNHDSEEGVTATWQDLIHETEEAISLRKKDETIQHTEVFCYASQDVEDSVQDTETLQRSSPLEASATPADSLDSASLPKERQSAYSTSYEVPSRHTEESDRELSLPSANVEDSLEKEKYCGDKTDMHTVSGEDKGEHKLVVQDSIEQPKRNRITYSQMVKESRRFNIDLVSKPLYSQGSLIDLLIKSNVSRYAEFKNVTRILAFWEGKVEQVPCSRADVFNSKELSMVEKRMLMKFL.... Result: 0 (no interaction). (5) The miRNA is hsa-miR-5088-3p with sequence UCCCUUCUUCCUGGGCCCUCA. The protein sequence of the target gene is MPLFATNPFDQDVEKATSELNTAEDWGLILDICDKVGQSRTGPKDCLRSIMRRVNHKDPHVAMQALTLLGACVSNCGKIFHLEVCSRDFASEVSNVLNKGHPKVCEKLKALMVEWTDEFKNDPQLSLISAMIKNLKEQGVTFPAIGSQAAEQAKASPALVAKDPGTVATKKEEEDLAKAIELSLKEQRQQSAPVSTLYPSTSNLLTNHQHEGRKVRAVYDFEAAEDNELTFKAGEIITVLDDSDPNWWKGETHQGVGLFPSNFVTADLTAEPEMIKTEKKTVQFNDDVQIETIEPEPEPA.... Result: 0 (no interaction).